This data is from Reaction yield outcomes from USPTO patents with 853,638 reactions. The task is: Predict the reaction yield, written as a fraction of the theoretical maximum amount of product (1.0 means a 100% yield; for example, 0.34 means a 34% yield). The reactants are [NH2:1][N:2]1[C:6]([C:7]#[N:8])=[C:5]([C:9]2[CH:14]=[CH:13][C:12]([NH:15][C:16]([O:18][C:19]([CH3:22])([CH3:21])[CH3:20])=[O:17])=[C:11]([F:23])[CH:10]=2)[C:4]([C:24]([O:26][CH2:27][CH3:28])=[O:25])=[CH:3]1.C(O)(=O)C.[CH:33](N)=[NH:34].P([O-])([O-])([O-])=O.[K+].[K+].[K+]. The catalyst is C(O)C.O. The product is [NH2:8][C:7]1[C:6]2=[C:5]([C:9]3[CH:14]=[CH:13][C:12]([NH:15][C:16]([O:18][C:19]([CH3:22])([CH3:21])[CH3:20])=[O:17])=[C:11]([F:23])[CH:10]=3)[C:4]([C:24]([O:26][CH2:27][CH3:28])=[O:25])=[CH:3][N:2]2[N:1]=[CH:33][N:34]=1. The yield is 0.808.